From a dataset of Catalyst prediction with 721,799 reactions and 888 catalyst types from USPTO. Predict which catalyst facilitates the given reaction. (1) Reactant: [NH:1]1[C:9]2[C:4](=[CH:5][C:6]([C:10]3[C:18]4[C:13](=[N:14][CH:15]=[N:16][C:17]=4[NH2:19])[N:12]([CH3:20])[N:11]=3)=[CH:7][CH:8]=2)[CH2:3][CH2:2]1.[CH3:21][C:22]1[CH:23]=[C:24]([CH2:28][C:29](O)=[O:30])[CH:25]=[CH:26][CH:27]=1.CN(C(ON1N=NC2C=CC=NC1=2)=[N+](C)C)C.F[P-](F)(F)(F)(F)F.CCN(C(C)C)C(C)C. Product: [CH3:20][N:12]1[C:13]2=[N:14][CH:15]=[N:16][C:17]([NH2:19])=[C:18]2[C:10]([C:6]2[CH:5]=[C:4]3[C:9](=[CH:8][CH:7]=2)[N:1]([C:29](=[O:30])[CH2:28][C:24]2[CH:25]=[CH:26][CH:27]=[C:22]([CH3:21])[CH:23]=2)[CH2:2][CH2:3]3)=[N:11]1. The catalyst class is: 18. (2) Reactant: [Cl:1][C:2]1[CH:3]=[C:4]([O:9][CH2:10][CH:11]=[CH2:12])[C:5]([NH2:8])=[N:6][CH:7]=1.CCN(C(C)C)C(C)C.[CH3:22][O:23][C:24]1[CH:25]=[C:26]([CH2:32][S:33](Cl)(=[O:35])=[O:34])[CH:27]=[C:28]([O:30][CH3:31])[CH:29]=1. Product: [Cl:1][C:2]1[CH:3]=[C:4]([O:9][CH2:10][CH:11]=[CH2:12])[C:5]([NH:8][S:33]([CH2:32][C:26]2[CH:27]=[C:28]([O:30][CH3:31])[CH:29]=[C:24]([O:23][CH3:22])[CH:25]=2)(=[O:35])=[O:34])=[N:6][CH:7]=1. The catalyst class is: 2.